From a dataset of Full USPTO retrosynthesis dataset with 1.9M reactions from patents (1976-2016). Predict the reactants needed to synthesize the given product. (1) The reactants are: [O:1]1[CH2:3][CH:2]1[C:4]1[CH:9]=[CH:8][C:7]([C:10]2[N:14]=[C:13]([C:15]3[O:19][N:18]=[C:17]([C:20]4[CH:25]=[CH:24][CH:23]=[CH:22][CH:21]=4)[C:16]=3[C:26]([F:29])([F:28])[F:27])[O:12][N:11]=2)=[CH:6][CH:5]=1.C[Si](C)(C)[O:32][C:33]1([C:39]([O:41]C)=[O:40])[CH2:38][CH2:37][CH2:36][NH:35][CH2:34]1. Given the product [OH:32][C:33]1([C:39]([OH:41])=[O:40])[CH2:38][CH2:37][CH2:36][N:35]([CH2:3][CH:2]([OH:1])[C:4]2[CH:9]=[CH:8][C:7]([C:10]3[N:14]=[C:13]([C:15]4[O:19][N:18]=[C:17]([C:20]5[CH:25]=[CH:24][CH:23]=[CH:22][CH:21]=5)[C:16]=4[C:26]([F:27])([F:28])[F:29])[O:12][N:11]=3)=[CH:6][CH:5]=2)[CH2:34]1, predict the reactants needed to synthesize it. (2) The reactants are: CN(C(ON1N=NC2C=CC=CC1=2)=[N+](C)C)C.[B-](F)(F)(F)F.[C@@H:23]12[CH2:28][C@@H:27]1[CH2:26][NH:25][C@@H:24]2[CH2:29][NH:30][C:31]([C:33]1[N:40]2[C:36]([S:37][CH:38]=[CH:39]2)=[N:35][C:34]=1[CH3:41])=[O:32].[Br:42][C:43]1[S:44][C:45]([C:51]2[CH:52]=[C:53]([CH3:57])[CH:54]=[CH:55][CH:56]=2)=[C:46]([C:48](O)=[O:49])[N:47]=1.CCN(C(C)C)C(C)C. Given the product [Br:42][C:43]1[S:44][C:45]([C:51]2[CH:52]=[C:53]([CH3:57])[CH:54]=[CH:55][CH:56]=2)=[C:46]([C:48]([N:25]2[CH2:26][C@@H:27]3[C@@H:23]([CH2:28]3)[C@H:24]2[CH2:29][NH:30][C:31]([C:33]2[N:40]3[C:36]([S:37][CH:38]=[CH:39]3)=[N:35][C:34]=2[CH3:41])=[O:32])=[O:49])[N:47]=1, predict the reactants needed to synthesize it. (3) Given the product [CH3:1][C:2]1[C:3]([CH2:15][O:16][C:17]2[CH:22]=[CH:21][C:20]([N:23]3[C:27]([CH3:28])=[C:26]([CH:31]=[O:32])[C:25]([CH3:29])=[N:24]3)=[CH:19][C:18]=2[Cl:30])=[C:4]([N:8]2[C:12](=[O:13])[N:11]([CH3:14])[N:10]=[N:9]2)[CH:5]=[CH:6][CH:7]=1, predict the reactants needed to synthesize it. The reactants are: [CH3:1][C:2]1[C:3]([CH2:15][O:16][C:17]2[CH:22]=[CH:21][C:20]([N:23]3[C:27]([CH3:28])=[CH:26][C:25]([CH3:29])=[N:24]3)=[CH:19][C:18]=2[Cl:30])=[C:4]([N:8]2[C:12](=[O:13])[N:11]([CH3:14])[N:10]=[N:9]2)[CH:5]=[CH:6][CH:7]=1.[CH:31](C1C(COC2C=CC(N3C(C)=CC(C)=N3)=CC=2C)=C(N2C(=O)N(C)N=N2)C=CC=1)=[O:32]. (4) Given the product [CH3:1][O:2][C:3]1[C:4]([O:21][CH3:22])=[CH:5][C:6]2[NH:12][C:11](=[S:32])[CH2:10][N:9]=[C:8]([C:14]3[CH:19]=[CH:18][CH:17]=[CH:16][CH:15]=3)[C:7]=2[CH:20]=1, predict the reactants needed to synthesize it. The reactants are: [CH3:1][O:2][C:3]1[C:4]([O:21][CH3:22])=[CH:5][C:6]2[NH:12][C:11](=O)[CH2:10][N:9]=[C:8]([C:14]3[CH:19]=[CH:18][CH:17]=[CH:16][CH:15]=3)[C:7]=2[CH:20]=1.COC1C=CC(P2(SP(C3C=CC(OC)=CC=3)(=S)S2)=[S:32])=CC=1. (5) Given the product [F:10][C:11]1[CH:16]=[CH:15][C:14]([C:17]2[O:42][C:20]3=[N:21][C:22]([CH2:36][CH2:37][C:38]([F:40])([F:41])[F:39])=[C:23]([C:25]4[CH:33]=[C:29]([C:30]([NH:80][C:77]([C:74]5[N:75]=[CH:76][O:72][N:73]=5)([CH3:79])[CH3:78])=[O:31])[C:28]([O:34][CH3:35])=[N:27][CH:26]=4)[CH:24]=[C:19]3[C:18]=2[C:43](=[O:46])[NH:44][CH3:45])=[CH:13][CH:12]=1, predict the reactants needed to synthesize it. The reactants are: C(N(C(C)C)C(C)C)C.[F:10][C:11]1[CH:16]=[CH:15][C:14]([C:17]2[O:42][C:20]3=[N:21][C:22]([CH2:36][CH2:37][C:38]([F:41])([F:40])[F:39])=[C:23]([C:25]4[CH:26]=[N:27][C:28]([O:34][CH3:35])=[C:29]([CH:33]=4)[C:30](O)=[O:31])[CH:24]=[C:19]3[C:18]=2[C:43](=[O:46])[NH:44][CH3:45])=[CH:13][CH:12]=1.CN(C(ON1N=NC2C=CC=NC1=2)=[N+](C)C)C.F[P-](F)(F)(F)(F)F.Cl.[O:72]1[CH:76]=[N:75][C:74]([C:77]([NH2:80])([CH3:79])[CH3:78])=[N:73]1. (6) Given the product [NH2:1][C:2]1[C:3]([C:9]([NH:11][C:12]2[CH:17]=[CH:16][CH:15]=[C:14]([CH3:18])[N:13]=2)=[O:10])=[N:4][C:5]([O:34][CH3:33])=[CH:6][N:7]=1, predict the reactants needed to synthesize it. The reactants are: [NH2:1][C:2]1[C:3]([C:9]([NH:11][C:12]2[CH:17]=[CH:16][CH:15]=[C:14]([CH3:18])[N:13]=2)=[O:10])=[N:4][C:5](Br)=[CH:6][N:7]=1.N1C2C(=CC=C3C=2N=CC=C3)C=CC=1.[C:33](=O)([O-])[O-:34].[Cs+].[Cs+].